Dataset: Reaction yield outcomes from USPTO patents with 853,638 reactions. Task: Predict the reaction yield, written as a fraction of the theoretical maximum amount of product (1.0 means a 100% yield; for example, 0.34 means a 34% yield). The reactants are [C:1]([C:5]1[CH:10]=[C:9](Br)[C:8]([N+:12]([O-:14])=[O:13])=[CH:7][C:6]=1[O:15][CH2:16][C:17]1[CH:22]=[CH:21][CH:20]=[CH:19][CH:18]=1)([CH3:4])([CH3:3])[CH3:2].[F-:23].[K+].[K+].[Br-].Cl[C:28]([F:34])([F:33])C(OC)=O. The catalyst is O.[Cu]I.CN(C=O)C. The product is [C:1]([C:5]1[CH:10]=[C:9]([C:28]([F:34])([F:23])[F:33])[C:8]([N+:12]([O-:14])=[O:13])=[CH:7][C:6]=1[O:15][CH2:16][C:17]1[CH:22]=[CH:21][CH:20]=[CH:19][CH:18]=1)([CH3:4])([CH3:3])[CH3:2]. The yield is 0.670.